This data is from CYP2C9 inhibition data for predicting drug metabolism from PubChem BioAssay. The task is: Regression/Classification. Given a drug SMILES string, predict its absorption, distribution, metabolism, or excretion properties. Task type varies by dataset: regression for continuous measurements (e.g., permeability, clearance, half-life) or binary classification for categorical outcomes (e.g., BBB penetration, CYP inhibition). Dataset: cyp2c9_veith. (1) The drug is COc1cccc(C(=O)N/N=C/c2cn[nH]c2-c2ccc(OC)cc2OC)c1. The result is 1 (inhibitor). (2) The drug is COc1cccc(/C=N/NC(=O)c2cccc([N+](=O)[O-])c2)c1OS(=O)(=O)c1ccc(C)cc1. The result is 1 (inhibitor). (3) The drug is O=[N+]([O-])c1ccc(N/N=C\c2cccn2-c2ccccc2)nc1. The result is 1 (inhibitor). (4) The compound is CCc1nc2cc(CC(=O)O)ccc2o1. The result is 0 (non-inhibitor). (5) The compound is CN1CCN(c2ncc3nc(CCc4ccccc4)c(=O)n(CCC#N)c3n2)CC1. The result is 0 (non-inhibitor). (6) The compound is O=c1c(-c2cccs2)nc2cnc(Nc3ccccc3)nc2n1C[C@H]1CCCO1. The result is 0 (non-inhibitor). (7) The drug is N/N=C1/c2ccccc2N[C@H]1OC(=O)Nc1cccc(Cl)c1. The result is 0 (non-inhibitor). (8) The molecule is O=C(c1cnccn1)N1CCC2(CC1)CN(c1cccc(-c3ccccc3)c1)C2. The result is 0 (non-inhibitor). (9) The drug is Cc1[nH][nH]c(=O)c1C(c1c(C)[nH][nH]c1=O)c1cn(Cc2cccc3ccccc23)c2ccccc12. The result is 1 (inhibitor).